Dataset: Full USPTO retrosynthesis dataset with 1.9M reactions from patents (1976-2016). Task: Predict the reactants needed to synthesize the given product. (1) Given the product [NH2:30][C@@H:18]([CH2:19][C:20]1[CH:25]=[CH:24][C:23]([C:26]([F:27])([F:29])[F:28])=[CH:22][CH:21]=1)[CH2:17][NH:16][C:14]1[O:15][C:11]([C:8]2[CH:9]=[C:10]3[C:5](=[CH:6][CH:7]=2)[NH:4][N:3]=[C:2]3[CH3:1])=[CH:12][N:13]=1, predict the reactants needed to synthesize it. The reactants are: [CH3:1][C:2]1[C:10]2[C:5](=[CH:6][CH:7]=[C:8]([C:11]3[O:15][C:14]([NH:16][C:17](=O)[C@@H:18]([NH:30]C(=O)OC(C)(C)C)[CH2:19][C:20]4[CH:25]=[CH:24][C:23]([C:26]([F:29])([F:28])[F:27])=[CH:22][CH:21]=4)=[N:13][CH:12]=3)[CH:9]=2)[NH:4][N:3]=1.[H-].[H-].[H-].[H-].[Li+].[Al+3].C(O)(C(F)(F)F)=O. (2) Given the product [Cl:1][C:2]1[CH:7]=[CH:6][C:5]([S:8]([N:11]2[C:20]3[C:15](=[CH:16][CH:17]=[CH:18][CH:19]=3)[CH2:14][CH2:13][CH2:12]2)(=[O:10])=[O:9])=[CH:4][C:3]=1[NH2:21], predict the reactants needed to synthesize it. The reactants are: [Cl:1][C:2]1[CH:7]=[CH:6][C:5]([S:8]([N:11]2[C:20]3[C:15](=[CH:16][CH:17]=[CH:18][CH:19]=3)[CH2:14][CH2:13][CH2:12]2)(=[O:10])=[O:9])=[CH:4][C:3]=1[N+:21]([O-])=O.CO.C1COCC1.[BH4-].[Na+].